From a dataset of Forward reaction prediction with 1.9M reactions from USPTO patents (1976-2016). Predict the product of the given reaction. (1) The product is: [O:16]1[C:15]2[CH:17]=[CH:18][CH:19]=[CH:21][C:4]=2[CH:3]=[CH:2][NH:1]1. Given the reactants [NH2:1][CH2:2][CH2:3][CH2:4][Si](OCC)(OCC)OCC.[C:15]1(C=[CH:21][C:19](O)=[CH:18][CH:17]=1)[OH:16], predict the reaction product. (2) Given the reactants [F:1][C:2]([F:17])([F:16])[O:3][C:4]1[CH:15]=[CH:14][C:7]([CH:8]=[C:9]([C:12]#[N:13])[C:10]#[N:11])=[CH:6][CH:5]=1.[BH4-].[Na+].Cl, predict the reaction product. The product is: [F:1][C:2]([F:16])([F:17])[O:3][C:4]1[CH:5]=[CH:6][C:7]([CH2:8][CH:9]([C:12]#[N:13])[C:10]#[N:11])=[CH:14][CH:15]=1. (3) Given the reactants [Br:1][C:2]1[CH:3]=[C:4]([NH2:9])[CH:5]=[N:6][C:7]=1[Cl:8].[CH3:10][C:11]1([CH3:19])[CH2:16][CH:15]([CH:17]=O)[CH2:14][CH2:13][O:12]1.C(O)(=O)C.C(O[BH-](OC(=O)C)OC(=O)C)(=O)C.[Na+], predict the reaction product. The product is: [Br:1][C:2]1[CH:3]=[C:4]([NH:9][CH2:17][CH:15]2[CH2:14][CH2:13][O:12][C:11]([CH3:19])([CH3:10])[CH2:16]2)[CH:5]=[N:6][C:7]=1[Cl:8].